This data is from Full USPTO retrosynthesis dataset with 1.9M reactions from patents (1976-2016). The task is: Predict the reactants needed to synthesize the given product. (1) Given the product [CH3:16][O:15][C:12]1[CH:13]=[CH:14][C:9]([CH2:8][NH:1][CH2:2][CH2:3][CH2:4][C:5]([OH:7])=[O:6])=[CH:10][CH:11]=1, predict the reactants needed to synthesize it. The reactants are: [NH2:1][CH2:2][CH2:3][CH2:4][C:5]([OH:7])=[O:6].[CH:8](=O)[C:9]1[CH:14]=[CH:13][C:12]([O:15][CH3:16])=[CH:11][CH:10]=1.S([O-])([O-])(=O)=O.[Mg+2].[BH4-].[Na+]. (2) The reactants are: C(O[C:4](=[O:21])[CH2:5][C:6]([CH:8]1[CH2:13][CH2:12][N:11]([C:14]([O:16][C:17]([CH3:20])([CH3:19])[CH3:18])=[O:15])[CH2:10][CH2:9]1)=O)C.[I:22][C:23]1[CH:24]=[C:25]2[C:29](=[CH:30][CH:31]=1)[NH:28][N:27]=[C:26]2[NH2:32].P([O-])([O-])([O-])=O.[K+].[K+].[K+]. Given the product [I:22][C:23]1[CH:31]=[CH:30][C:29]2[C:25](=[C:26]3[NH:32][C:4](=[O:21])[CH:5]=[C:6]([CH:8]4[CH2:9][CH2:10][N:11]([C:14]([O:16][C:17]([CH3:18])([CH3:19])[CH3:20])=[O:15])[CH2:12][CH2:13]4)[N:27]3[N:28]=2)[CH:24]=1, predict the reactants needed to synthesize it. (3) Given the product [CH2:1]([N:4]1[C:12]2[C:7](=[CH:8][C:9]([N:13]([CH2:14][CH2:15][O:16][Si:17]([C:20]([CH3:22])([CH3:23])[CH3:21])([CH3:18])[CH3:19])[C:39]([C:38]3[C:33]([Cl:32])=[N:34][CH:35]=[N:36][C:37]=3[Cl:42])=[O:40])=[CH:10][CH:11]=2)[C:6](=[O:24])[N:5]1[CH2:25][C:26]1[CH:27]=[CH:28][CH:29]=[CH:30][CH:31]=1)[CH:2]=[CH2:3], predict the reactants needed to synthesize it. The reactants are: [CH2:1]([N:4]1[C:12]2[C:7](=[CH:8][C:9]([NH:13][CH2:14][CH2:15][O:16][Si:17]([C:20]([CH3:23])([CH3:22])[CH3:21])([CH3:19])[CH3:18])=[CH:10][CH:11]=2)[C:6](=[O:24])[N:5]1[CH2:25][C:26]1[CH:31]=[CH:30][CH:29]=[CH:28][CH:27]=1)[CH:2]=[CH2:3].[Cl:32][C:33]1[C:38]([C:39](Cl)=[O:40])=[C:37]([Cl:42])[N:36]=[CH:35][N:34]=1. (4) Given the product [Cl:22][CH2:23][C:24]1[C:29]([F:21])=[C:28]([N:30]2[CH2:35][CH2:34][O:33][CH2:32][CH2:31]2)[N:27]=[C:26]([C:36]2[CH:41]=[CH:40][CH:39]=[CH:38][N:37]=2)[N:25]=1, predict the reactants needed to synthesize it. The reactants are: [B-](F)(F)(F)F.[B-](F)(F)(F)F.C1[N+]2(CCl)CC[N+]([F:21])(CC2)C1.[Cl:22][CH2:23][C:24]1[CH:29]=[C:28]([N:30]2[CH2:35][CH2:34][O:33][CH2:32][CH2:31]2)[N:27]=[C:26]([C:36]2[CH:41]=[CH:40][CH:39]=[CH:38][N:37]=2)[N:25]=1.C(=O)([O-])O.[Na+]. (5) Given the product [CH:17]([N:8]1[CH2:7][C:6]2[CH:9]=[CH:10][C:11]([C:13]([O:15][CH3:16])=[O:14])=[CH:12][C:5]=2[O:4][CH2:3][C@@H:2]1[CH3:1])=[O:18], predict the reactants needed to synthesize it. The reactants are: [CH3:1][C@@H:2]1[NH:8][CH2:7][C:6]2[CH:9]=[CH:10][C:11]([C:13]([O:15][CH3:16])=[O:14])=[CH:12][C:5]=2[O:4][CH2:3]1.[CH:17](OCC)=[O:18]. (6) The reactants are: [Cl:1][C:2]1[CH:7]=[C:6]([Cl:8])[CH:5]=[CH:4][C:3]=1[C:9]1[N:10]=[C:11](/[CH:16]=[CH:17]/[C:18]2[CH:23]=[CH:22][C:21]([C:24]3[CH:29]=[CH:28][C:27]([OH:30])=[CH:26][CH:25]=3)=[CH:20][CH:19]=2)[N:12]([CH2:14][CH3:15])[CH:13]=1.Br[C:32]1[CH:33]=[N:34][CH:35]=[C:36]([CH:42]=1)[C:37]([O:39]CC)=[O:38]. Given the product [Cl:1][C:2]1[CH:7]=[C:6]([Cl:8])[CH:5]=[CH:4][C:3]=1[C:9]1[N:10]=[C:11](/[CH:16]=[CH:17]/[C:18]2[CH:23]=[CH:22][C:21]([C:24]3[CH:25]=[CH:26][C:27]([O:30][C:32]4[CH:33]=[N:34][CH:35]=[C:36]([CH:42]=4)[C:37]([OH:39])=[O:38])=[CH:28][CH:29]=3)=[CH:20][CH:19]=2)[N:12]([CH2:14][CH3:15])[CH:13]=1, predict the reactants needed to synthesize it.